Predict the product of the given reaction. From a dataset of Forward reaction prediction with 1.9M reactions from USPTO patents (1976-2016). (1) The product is: [I:9][C:7]1[C:3]([O:2][CH3:1])=[N:4][O:5][C:6]=1[CH3:8]. Given the reactants [CH3:1][O:2][C:3]1[CH:7]=[C:6]([CH3:8])[O:5][N:4]=1.[I:9]N1C(=O)CCC1=O, predict the reaction product. (2) The product is: [Br:4][C:5]1[CH:6]=[C:7]2[C:8]([C:11]([C:12]([F:15])([F:14])[F:13])=[N:2][NH:3]2)=[CH:9][CH:10]=1. Given the reactants O.[NH2:2][NH2:3].[Br:4][C:5]1[CH:10]=[CH:9][C:8]([C:11](=O)[C:12]([F:15])([F:14])[F:13])=[C:7](F)[CH:6]=1, predict the reaction product. (3) Given the reactants Cl[C:2]1[N:7]=[C:6]([NH:8][CH2:9][CH2:10][OH:11])[C:5]([C:12]2[S:13][CH:14]=[CH:15][CH:16]=2)=[CH:4][N:3]=1.[NH2:17][C:18]1[CH:23]=[CH:22][C:21]([S:24]([CH3:32])(=[N:26][C:27]([O:29][CH2:30][CH3:31])=[O:28])=[O:25])=[CH:20][CH:19]=1, predict the reaction product. The product is: [CH2:30]([O:29][C:27]([N:26]=[S:24]([C:21]1[CH:20]=[CH:19][C:18]([NH:17][C:2]2[N:7]=[C:6]([NH:8][CH2:9][CH2:10][OH:11])[C:5]([C:12]3[S:13][CH:14]=[CH:15][CH:16]=3)=[CH:4][N:3]=2)=[CH:23][CH:22]=1)([CH3:32])=[O:25])=[O:28])[CH3:31]. (4) Given the reactants [Cl:1][C:2]1[CH:3]=[C:4]([CH:27]=[CH:28][C:29]=1[C:30]#[N:31])[O:5][CH2:6][CH:7]([CH2:25][OH:26])[CH2:8][O:9][C:10]1[CH:15]=[CH:14][C:13]([CH:16]([C:22]#[C:23][CH3:24])[CH2:17][C:18]([O:20]C)=[O:19])=[CH:12][CH:11]=1.[CH3:32]I.[H-].[Na+], predict the reaction product. The product is: [Cl:1][C:2]1[CH:3]=[C:4]([CH:27]=[CH:28][C:29]=1[C:30]#[N:31])[O:5][CH2:6][CH:7]([CH2:25][O:26][CH3:32])[CH2:8][O:9][C:10]1[CH:11]=[CH:12][C:13]([CH:16]([C:22]#[C:23][CH3:24])[CH2:17][C:18]([OH:20])=[O:19])=[CH:14][CH:15]=1.